From a dataset of Full USPTO retrosynthesis dataset with 1.9M reactions from patents (1976-2016). Predict the reactants needed to synthesize the given product. Given the product [NH2:21][C:20]1[N:19]=[CH:18][N:17]=[C:16]2[N:12]([CH2:11][CH2:10][N:9]([CH2:8][C:5]3[CH:6]=[CH:7][C:2]([Cl:1])=[CH:3][CH:4]=3)[C:23](=[O:26])[CH:24]=[CH2:25])[N:13]=[C:14]([I:22])[C:15]=12, predict the reactants needed to synthesize it. The reactants are: [Cl:1][C:2]1[CH:7]=[CH:6][C:5]([CH2:8][NH:9][CH2:10][CH2:11][N:12]2[C:16]3=[N:17][CH:18]=[N:19][C:20]([NH2:21])=[C:15]3[C:14]([I:22])=[N:13]2)=[CH:4][CH:3]=1.[C:23](Cl)(=[O:26])[CH:24]=[CH2:25].